Predict which catalyst facilitates the given reaction. From a dataset of Catalyst prediction with 721,799 reactions and 888 catalyst types from USPTO. Reactant: N[C:2]1[C:3](C)=[C:4]([CH:9]=[C:10](Br)[CH:11]=1)[C:5]([O:7][CH3:8])=[O:6].C1(=O)CCCC1.C(O)(=O)C.C([BH3-])#N.[Na+]. Product: [CH3:8][O:7][C:5](=[O:6])[C:4]1[CH:9]=[CH:10][CH:11]=[CH:2][CH:3]=1. The catalyst class is: 5.